This data is from Reaction yield outcomes from USPTO patents with 853,638 reactions. The task is: Predict the reaction yield, written as a fraction of the theoretical maximum amount of product (1.0 means a 100% yield; for example, 0.34 means a 34% yield). The reactants are [H-].[Na+].[OH:3][C:4]1[C:9]([CH2:10][CH3:11])=[C:8]([OH:12])[N:7]=[CH:6][N:5]=1.Br[CH2:14][C:15]1[C:16]([C:21]#[N:22])=[CH:17][CH:18]=[CH:19][CH:20]=1. The catalyst is CN(C)C=O. The product is [CH2:10]([C:9]1[C:8](=[O:12])[NH:7][CH:6]=[N:5][C:4]=1[O:3][CH2:14][C:15]1[CH:20]=[CH:19][CH:18]=[CH:17][C:16]=1[C:21]#[N:22])[CH3:11]. The yield is 0.290.